The task is: Predict the reactants needed to synthesize the given product.. This data is from Full USPTO retrosynthesis dataset with 1.9M reactions from patents (1976-2016). (1) Given the product [F:1][C:2]1[CH:3]=[C:4]2[C:9](=[CH:10][CH:11]=1)[N:8]=[C:7]([NH:12][C@H:13]1[CH2:17][CH2:16][C@H:15]([NH:18][CH2:30][C:23]3[C:24]4[C:29](=[CH:28][CH:27]=[CH:26][CH:25]=4)[N:21]([CH3:20])[CH:22]=3)[CH2:14]1)[CH:6]=[C:5]2[CH3:19], predict the reactants needed to synthesize it. The reactants are: [F:1][C:2]1[CH:3]=[C:4]2[C:9](=[CH:10][CH:11]=1)[N:8]=[C:7]([NH:12][C@H:13]1[CH2:17][CH2:16][C@H:15]([NH2:18])[CH2:14]1)[CH:6]=[C:5]2[CH3:19].[CH3:20][N:21]1[C:29]2[C:24](=[CH:25][CH:26]=[CH:27][CH:28]=2)[C:23]([CH:30]=O)=[CH:22]1. (2) Given the product [NH2:1][C:2]1[N:3]=[CH:4][C:5]([Br:10])=[CH:6][C:7]=1[C:8]#[N:9], predict the reactants needed to synthesize it. The reactants are: [NH2:1][C:2]1[C:7]([C:8]#[N:9])=[CH:6][CH:5]=[CH:4][N:3]=1.[Br:10]Br. (3) Given the product [C:1]([N:4]1[C:12]2[C:7](=[C:8]([CH3:14])[C:9]([N+:15]([O-:17])=[O:16])=[C:10]([CH3:13])[CH:11]=2)[CH2:6][CH2:5]1)(=[O:3])[CH3:2], predict the reactants needed to synthesize it. The reactants are: [C:1]([N:4]1[C:12]2[C:7](=[C:8]([CH3:14])[CH:9]=[C:10]([CH3:13])[CH:11]=2)[CH2:6][CH2:5]1)(=[O:3])[CH3:2].[N+:15]([O-])([OH:17])=[O:16].C(=O)([O-])O.[Na+]. (4) Given the product [CH3:1][C:2]1[S:3][CH:4]=[C:5]([C:7]2[S:11][C:10]([S:12]([NH:16][C:17]3[CH:18]=[C:19]([CH:23]=[CH:24][CH:25]=3)[C:20]([OH:22])=[O:21])(=[O:14])=[O:13])=[CH:9][CH:8]=2)[N:6]=1, predict the reactants needed to synthesize it. The reactants are: [CH3:1][C:2]1[S:3][CH:4]=[C:5]([C:7]2[S:11][C:10]([S:12](Cl)(=[O:14])=[O:13])=[CH:9][CH:8]=2)[N:6]=1.[NH2:16][C:17]1[CH:18]=[C:19]([CH:23]=[CH:24][CH:25]=1)[C:20]([OH:22])=[O:21]. (5) Given the product [CH3:29][C:26]1[CH:27]=[CH:28][C:23]([C:22]([O:30][C@H:17]2[CH2:16][C@H:15]([N:10]3[C:6]4[N:7]=[CH:8][N:9]=[C:4]([Cl:3])[C:5]=4[C:12]([Cl:13])=[CH:11]3)[O:19][C@@H:18]2[CH2:20][O:21][C:22](=[O:30])[C:23]2[CH:24]=[CH:25][C:26]([CH3:29])=[CH:27][CH:28]=2)=[O:21])=[CH:24][CH:25]=1, predict the reactants needed to synthesize it. The reactants are: [H-].[Na+].[Cl:3][C:4]1[C:5]2[C:12]([Cl:13])=[CH:11][NH:10][C:6]=2[N:7]=[CH:8][N:9]=1.Cl[CH:15]1[O:19][C@@H:18]([CH2:20][O:21][C:22](=[O:30])[C:23]2[CH:28]=[CH:27][C:26]([CH3:29])=[CH:25][CH:24]=2)[C@H:17](C2C=C(C)C=CC=2C([O-])=O)[CH2:16]1. (6) Given the product [Cl:20][C:12]1[C:11]([C:9]2[S:8][C:7]3[C:2]([Cl:1])=[N:3][CH:4]=[CH:5][C:6]=3[N:10]=2)=[C:16]([NH2:17])[CH:15]=[CH:14][CH:13]=1, predict the reactants needed to synthesize it. The reactants are: [Cl:1][C:2]1[C:7]2[S:8][C:9]([C:11]3[C:16]([N+:17]([O-])=O)=[CH:15][CH:14]=[CH:13][C:12]=3[Cl:20])=[N:10][C:6]=2[CH:5]=[CH:4][N:3]=1. (7) Given the product [CH2:7]([C:5]1[N:6]=[CH:2][S:3][C:4]=1[C:9]([O:11][CH2:12][CH3:13])=[O:10])[CH3:8], predict the reactants needed to synthesize it. The reactants are: N[C:2]1[S:3][C:4]([C:9]([O:11][CH2:12][CH3:13])=[O:10])=[C:5]([CH2:7][CH3:8])[N:6]=1.B(F)(F)F.CCOCC.N(OC(C)(C)C)=O.[Na].[OH-].[Na+]. (8) The reactants are: Br[C:2]1[CH:7]=[CH:6][C:5]([F:8])=[C:4]([CH3:9])[N:3]=1.Br[CH2:11][C:12]1[CH:13]=[C:14]([C:18]2[CH:23]=[CH:22][CH:21]=[C:20]([O:24][CH3:25])[CH:19]=2)[CH:15]=[CH:16][CH:17]=1.C[N:27]1CCCN(C)C1=O. Given the product [F:8][C:5]1[CH:6]=[CH:7][C:2]([NH2:27])=[N:3][C:4]=1[CH2:9][CH2:11][C:12]1[CH:13]=[C:14]([C:18]2[CH:23]=[CH:22][CH:21]=[C:20]([O:24][CH3:25])[CH:19]=2)[CH:15]=[CH:16][CH:17]=1, predict the reactants needed to synthesize it. (9) Given the product [Cl:1][C:2]1[C:7]2=[N:8][CH:9]=[C:10]([O:12][C@@H:13]([CH3:20])[CH2:14][O:15][CH3:16])[N:11]=[C:6]2[CH:5]=[CH:4][N:3]=1, predict the reactants needed to synthesize it. The reactants are: [Cl:1][C:2]1[C:7]2=[N:8][CH:9]=[C:10]([O:12][CH2:13][C:14]3[O:15][CH:16]=CN=3)[N:11]=[C:6]2[CH:5]=[CH:4][N:3]=1.Cl[C:20]1N=C2C=CN=C(Cl)C2=NC=1.COC[C@@H](O)C. (10) Given the product [CH3:25][C:26]1([CH3:28])[CH2:27][NH:16]/[C:13](=[N:12]/[C:10]([C:3]2[C:2]([NH2:1])=[N:7][C:6]([NH2:8])=[C:5]([Cl:9])[N:4]=2)=[O:11])/[NH:29]1, predict the reactants needed to synthesize it. The reactants are: [NH2:1][C:2]1[C:3]([C:10]([NH:12][C:13](=[NH:16])SC)=[O:11])=[N:4][C:5]([Cl:9])=[C:6]([NH2:8])[N:7]=1.C(N(CC)CC)C.N[CH2:25][C:26]([NH2:29])([CH3:28])[CH3:27].